Dataset: Reaction yield outcomes from USPTO patents with 853,638 reactions. Task: Predict the reaction yield, written as a fraction of the theoretical maximum amount of product (1.0 means a 100% yield; for example, 0.34 means a 34% yield). (1) The reactants are [CH3:1][O:2][C:3]1[CH:4]=[C:5]2[C:10](=[CH:11][CH:12]=1)[C:9](=[O:13])[CH2:8][CH2:7][CH2:6]2.[B-](F)(F)(F)[F:15].[B-](F)(F)(F)F.C1[N+]2(CCl)CC[N+](F)(CC2)C1. The catalyst is C(#N)C. The product is [F:15][C:4]1[C:3]([O:2][CH3:1])=[CH:12][CH:11]=[C:10]2[C:5]=1[CH2:6][CH2:7][CH2:8][C:9]2=[O:13]. The yield is 0.360. (2) The catalyst is C1COCC1. The product is [C:1]([O:5][C:6]([N:8]1[CH2:9][CH2:10][N:11]([CH2:14][C:16]2[CH:21]=[C:20]([C:22]3[CH:23]=[CH:24][C:25]([OH:28])=[CH:26][CH:27]=3)[N:19]=[C:18]3[N:29]([CH:35]4[CH2:40][CH2:39][CH2:38][CH2:37][O:36]4)[N:30]=[C:31]([CH:32]4[CH2:33][CH2:34]4)[C:17]=23)[CH2:12][CH2:13]1)=[O:7])([CH3:4])([CH3:2])[CH3:3]. The reactants are [C:1]([O:5][C:6]([N:8]1[CH2:13][CH2:12][N:11]([C:14]([C:16]2[C:17]3[C:31]([CH:32]4[CH2:34][CH2:33]4)=[N:30][N:29]([CH:35]4[CH2:40][CH2:39][CH2:38][CH2:37][O:36]4)[C:18]=3[N:19]=[C:20]([C:22]3[CH:27]=[CH:26][C:25]([OH:28])=[CH:24][CH:23]=3)[CH:21]=2)=O)[CH2:10][CH2:9]1)=[O:7])([CH3:4])([CH3:3])[CH3:2].B.CSC. The yield is 0.820.